Dataset: Forward reaction prediction with 1.9M reactions from USPTO patents (1976-2016). Task: Predict the product of the given reaction. (1) Given the reactants [Cl:1][C:2]1[C:7]([F:8])=[CH:6][C:5]([C:9]2[N:10]=[C:11]([N:18]3[CH2:27][CH2:26][C:21]4(OCC[O:22]4)[CH2:20][CH2:19]3)[C:12]3[S:17][CH:16]=[CH:15][C:13]=3[N:14]=2)=[C:4]([F:28])[CH:3]=1.O.C1(C)C=CC(S(O)(=O)=O)=CC=1.C(#N)C.CC(C)=O, predict the reaction product. The product is: [ClH:1].[Cl:1][C:2]1[C:7]([F:8])=[CH:6][C:5]([C:9]2[N:10]=[C:11]([N:18]3[CH2:19][CH2:20][C:21](=[O:22])[CH2:26][CH2:27]3)[C:12]3[S:17][CH:16]=[CH:15][C:13]=3[N:14]=2)=[C:4]([F:28])[CH:3]=1. (2) Given the reactants [CH:1]([C:4]1[C:12]2[C:7](=[N:8][CH:9]=[CH:10][C:11]=2[C:13]2[CH:14]=[N:15][C:16]3[C:21]([CH:22]=2)=[CH:20][CH:19]=[CH:18][CH:17]=3)[N:6]([C:23]2[CH:30]=[CH:29][C:26]([C:27]#[N:28])=[C:25]([NH:31][C:32]3[CH:37]=[CH:36][C:35]([N:38]4[CH2:43][CH2:42][O:41][CH2:40][CH2:39]4)=[CH:34][CH:33]=3)[CH:24]=2)[N:5]=1)([CH3:3])[CH3:2].BrC1C=C(N2C3=NC=CC(C4C=NC5C(C=4)=CC=CC=5)=C3C(C(C)C)=N2)C=CC=1C#N.[O:75]1CCN(C2C=CC(N)=CC=2)CC1, predict the reaction product. The product is: [CH:1]([C:4]1[C:12]2[C:7](=[N:8][CH:9]=[CH:10][C:11]=2[C:13]2[CH:14]=[N:15][C:16]3[C:21]([CH:22]=2)=[CH:20][CH:19]=[CH:18][CH:17]=3)[N:6]([C:23]2[CH:30]=[CH:29][C:26]([C:27]([NH2:28])=[O:75])=[C:25]([NH:31][C:32]3[CH:37]=[CH:36][C:35]([N:38]4[CH2:39][CH2:40][O:41][CH2:42][CH2:43]4)=[CH:34][CH:33]=3)[CH:24]=2)[N:5]=1)([CH3:3])[CH3:2].